This data is from Reaction yield outcomes from USPTO patents with 853,638 reactions. The task is: Predict the reaction yield, written as a fraction of the theoretical maximum amount of product (1.0 means a 100% yield; for example, 0.34 means a 34% yield). (1) The reactants are [C:1]([O:5][C:6](=[O:19])[CH2:7][C@@H:8]([CH2:17][NH2:18])[CH2:9][C@H:10]([CH3:16])[CH2:11][CH2:12][CH2:13][CH2:14][CH3:15])([CH3:4])([CH3:3])[CH3:2].C(OC(=O)C[C@@H](CN=[N+]=[N-])C[C@@H](C)CCCCC)(C)(C)C. No catalyst specified. The product is [C:1]([O:5][C:6](=[O:19])[CH2:7][C@@H:8]([CH2:17][NH2:18])[CH2:9][C@@H:10]([CH3:16])[CH2:11][CH2:12][CH2:13][CH2:14][CH3:15])([CH3:2])([CH3:4])[CH3:3]. The yield is 0.720. (2) The reactants are [P:1]([O-:21])([O:12][CH2:13][CH:14]([CH2:19][CH3:20])[CH2:15][CH2:16][CH2:17][CH3:18])([O:3][CH2:4][CH:5]([CH2:10][CH3:11])[CH2:6][CH2:7][CH2:8][CH3:9])=[O:2].[Br-].[CH2:23]([NH3+:37])[CH2:24][CH2:25][CH2:26][CH2:27][CH2:28][CH2:29][CH2:30][CH2:31][CH2:32][CH2:33][CH2:34][CH2:35][CH3:36].[OH-].[Na+]. The catalyst is CC(C)=O.O. The product is [CH2:10]([CH:5]([CH2:6][CH2:7][CH2:8][CH3:9])[CH2:4][O:3][P:1]([O-:21])([O:12][CH2:13][CH:14]([CH2:19][CH3:20])[CH2:15][CH2:16][CH2:17][CH3:18])=[O:2])[CH3:11].[CH2:23]([NH3+:37])[CH2:24][CH2:25][CH2:26][CH2:27][CH2:28][CH2:29][CH2:30][CH2:31][CH2:32][CH2:33][CH2:34][CH2:35][CH3:36]. The yield is 0.910. (3) The product is [Cl:1][C:2]1[C:3]([I:9])=[CH:4][C:5]([NH:14][C:13]2[CH:15]=[CH:16][C:17]([N:19]3[CH2:20][CH2:21][O:22][CH2:23][CH2:24]3)=[CH:18][C:12]=2[O:11][CH3:10])=[N:6][CH:7]=1. The catalyst is O. The reactants are [Cl:1][C:2]1[C:3]([I:9])=[CH:4][C:5](F)=[N:6][CH:7]=1.[CH3:10][O:11][C:12]1[CH:18]=[C:17]([N:19]2[CH2:24][CH2:23][O:22][CH2:21][CH2:20]2)[CH:16]=[CH:15][C:13]=1[NH2:14].Cl.O1CCOCC1. The yield is 0.180. (4) The reactants are [NH2:1][C@@H:2]([CH2:24][C:25]1[CH:30]=[CH:29][CH:28]=[CH:27][CH:26]=1)[C@H:3]([OH:23])[CH2:4][N:5](OC1CCCC1)[S:6]([C:9]1[CH:14]=[CH:13][C:12]([O:15][CH3:16])=[CH:11][CH:10]=1)(=[O:8])=[O:7].F[C:32](F)(F)[C:33]([OH:35])=O.[CH2:38]([O:45][C:46](Cl)=[O:47])[C:39]1[CH:44]=[CH:43][CH:42]=[CH:41][CH:40]=1.[CH:49](N(CC)C(C)C)([CH3:51])[CH3:50]. The catalyst is ClCCl. The product is [CH2:24]([C@H:2]([NH:1][C:46](=[O:47])[O:45][CH2:38][C:39]1[CH:44]=[CH:43][CH:42]=[CH:41][CH:40]=1)[C@@H:3]([OH:23])[CH:4]([NH:5][S:6]([C:9]1[CH:10]=[CH:11][C:12]([O:15][CH3:16])=[CH:13][CH:14]=1)(=[O:8])=[O:7])[O:35][CH:33]1[CH2:32][CH2:51][CH2:49][CH2:50]1)[C:25]1[CH:26]=[CH:27][CH:28]=[CH:29][CH:30]=1. The yield is 0.710.